This data is from Human Reference Interactome with 51,813 positive PPI pairs across 8,248 proteins, plus equal number of experimentally-validated negative pairs. The task is: Binary Classification. Given two protein amino acid sequences, predict whether they physically interact or not. (1) Protein 1 (ENSG00000141447) has sequence MNTEAEQQLLHHARNGNAEEVRQLLETMARNEVIADINCKGRSKSNLGWTPLHLACYFGHRQVVQDLLKAGAEVNVLNDMGDTPLHRAAFTGRKELVMLLLEYNADTTIVNGSGQTAKEVTHAEEIRSMLEAVERTQQRKLEELLLAAAREGKTTELTALLNRPNPPDVNCSDQLGNTPLHCAAYRAHKQCALKLLRSGADPNLKNKNDQKPLDLAQGAEMKHILVGNKVIYKALKRYEGPLWKSSRFFGWRLFWVVLEHGVLSWYRKQPDAVHNIYRQGCKHLTQAVCTVKSTDSCLFF.... Protein 2 (ENSG00000140575) has sequence MSAADEVDGLGVARPHYGSVLDNERLTAEEMDERRRQNVAYEYLCHLEEAKRWMEACLGEDLPPTTELEEGLRNGVYLAKLGNFFSPKVVSLKKIYDREQTRYKATGLHFRHTDNVIQWLNAMDEIGLPKIFYPETTDIYDRKNMPRCIYCIHALSLYLFKLGLAPQIQDLYGKVDFTEEEINNMKTELEKYGIQMPAFSKIGGILANELSVDEAALHAAVIAINEAIDRRIPADTFAALKNPNAMLVNLEEPLASTYQDILYQAKQDKMTNAKNRTENSERERDVYEELLTQAEIQGNI.... Result: 0 (the proteins do not interact). (2) Protein 1 (ENSG00000134086) has sequence MPRRAENWDEAEVGAEEAGVEEYGPEEDGGEESGAEESGPEESGPEELGAEEEMEAGRPRPVLRSVNSREPSQVIFCNRSPRVVLPVWLNFDGEPQPYPTLPPGTGRRIHSYRGHLWLFRDAGTHDGLLVNQTELFVPSLNVDGQPIFANITLPVYTLKERCLQVVRSLVKPENYRRLDIVRSLYEDLEDHPNVQKDLERLTQERIAHQRMGD*MPRRAENWDEAEVGAEEAGVEEYGPEEDGGEESGAEESGPEESGPEELGAEEEMEAGRPRPVLRSVNSREPSQVIFCNRSPRVVLP.... Protein 2 (ENSG00000004961) has sequence MGLSPSAPAVAVQASNASASPPSGCPMHEGKMKGCPVNTEPSGPTCEKKTYSVPAHQERAYEYVECPIRGTAAENKENLDPSNLMPPPNQTPAPDQPFALSTVREESSIPRADSEKKWVYPSEQMFWNAMLKKGWKWKDEDISQKDMYNIIRIHNQNNEQAWKEILKWEALHAAECPCGPSLIRFGGKAKEYSPRARIRSWMGYELPFDRHDWIINRCGTEVRYVIDYYDGGEVNKDYQFTILDVRPALDSLSAVWDRMKVAWWRWTS*. Result: 0 (the proteins do not interact). (3) Protein 1 (ENSG00000171055) has sequence MMQESPDPEDDETPTQSDRLSMLSQEIQTLKRSSTGSYEERVKRLSVSELNEILEEIETAIKEYSEELVQQLALRDELEFEKEVKNSFISVLIEVQNKQKEHKETAKKKKKLKNGSSQNGKNERSHMPGTYLTTVIPYEKKNGPPSVEDLQILTKILRAMKEDSEKVPSLLTDYILKVLCPT*MPVDWKSSHTRTLHLLTLNLSEKGVSDSLLFDTSDDEELREQLDMHSIIVSCVNDEPLFTADQVIEEIEEMMQESPDPEDDETPTQSDRLSMLSQEIQTLKRSSTGSYEERVKRLSV.... Protein 2 (ENSG00000093144) has sequence MAKSLLKTASLSGRTKLLHQTGLSLYSTSHGFYEEEVKKTLQQFPGGSIDLQKEDNGIGILTLNNPSRMNAFSGVMMLQLLEKVIELENWTEGKGLIVRGAKNTFSSGSDLNAVKSLGTPEDGMAVCMFMQNTLTRFMR*MAKSLLKTASLSGRTKLLHQTGLSLYSTSHGFYEEEVKKTLQQFPGGSIDLQKEDNGIGILTLNNPSRMNAFSGVMMLQLLEKVIELENWTEGKGLIVRGAKNTFSSGSDLNAVKSLGTPETSFNKCCAGSRLGIGWRSRIYYSM*MAKSLLKTASLSGR.... Result: 0 (the proteins do not interact). (4) Protein 1 (ENSG00000254986) has sequence MADTQYILPNDIGVSSLDCREAFRLLSPTERLYAYHLSRAAWYGGLAVLLQTSPEAPYIYALLSRLFRAQDPDQLRQHALAEGLTEEEYQEKLERVILGSEAAQQHPEEVRGLWQTCGELMFSLEPRLRHLGLGKEGITTYFSGNCTMEDAKLAQDFLDSQNLSAYNTRLMADTQYILPNDIGVSSLDCREAFRLLSPTERLYAYHLSRAAWYGGLAVLLQTSPEAPYIYALLSRLFRAQDPDQLRQHALAEGLTEEEYQAFLVYAAGVYSNMGNYKSFGDTKFVPNLPKEKLERVILGS.... Protein 2 (ENSG00000140265) has sequence MSRKWRGGSDSRGRFRKRAWKTIFGHSLCEGAGSALGEDDTPEIITRVIKCSAGVSGTPAQGCTQEREGKKPRPGTTGADEPKGEAQTFSKERLEQGEPWIPDLLGSKEKELPSGSHIGDRRVHADLLPSKKDRRSWVEQDHWSFEDEKVAGVHWGYEETRTLLAILSQTEFYEALRNCHRNSQVYGAVAERLREYGFLRTLEQCRTKFKGLQKSYRKVKSGHPPETCPFFEEMEALMSAQVIALPSNGLEAAASHSGLVGSDAETEEPGQRGWQHEEGAEEAVAQESDSDDMDLEATPQ.... Result: 0 (the proteins do not interact).